From a dataset of Full USPTO retrosynthesis dataset with 1.9M reactions from patents (1976-2016). Predict the reactants needed to synthesize the given product. (1) Given the product [Cl:32][C:33]1[CH:34]=[C:35]([CH:36]=[C:37]([F:39])[CH:38]=1)[CH2:40][O:41][C:2]1[CH:7]=[C:6]([F:8])[CH:5]=[CH:4][C:3]=1[C:9]1[N:14]=[CH:13][N:12]=[C:11]([NH:15][C:16]2[CH:31]=[CH:30][CH:29]=[C:18]([CH2:19][S:20]([CH3:22])(=[NH:23])=[O:21])[CH:17]=2)[N:10]=1, predict the reactants needed to synthesize it. The reactants are: F[C:2]1[CH:7]=[C:6]([F:8])[CH:5]=[CH:4][C:3]=1[C:9]1[N:14]=[CH:13][N:12]=[C:11]([NH:15][C:16]2[CH:17]=[C:18]([CH:29]=[CH:30][CH:31]=2)[CH2:19][S:20](=[N:23]C(=O)OCC)([CH3:22])=[O:21])[N:10]=1.[Cl:32][C:33]1[CH:34]=[C:35]([CH2:40][OH:41])[CH:36]=[C:37]([F:39])[CH:38]=1. (2) Given the product [CH3:15][C:13]([CH3:14])([CH3:16])[C:12]([C:7]1[C:6]2[C:10](=[CH:11][C:3]([O:2][CH3:1])=[CH:4][CH:5]=2)[N:9]([CH2:19][C:20]([O:22][CH2:23][CH3:24])=[O:21])[N:8]=1)=[O:17], predict the reactants needed to synthesize it. The reactants are: [CH3:1][O:2][C:3]1[CH:11]=[C:10]2[C:6]([C:7]([C:12](=[O:17])[C:13]([CH3:16])([CH3:15])[CH3:14])=[N:8][NH:9]2)=[CH:5][CH:4]=1.Br[CH2:19][C:20]([O:22][CH2:23][CH3:24])=[O:21].C(=O)([O-])[O-].[Cs+].[Cs+]. (3) Given the product [Cl:38][C:21]1[N:16]2[N:15]=[C:14]([C:22]3[CH:27]=[CH:26][N:25]=[C:24]([NH:28][CH:29]([CH3:31])[CH3:30])[CH:23]=3)[C:13]([C:11]3[CH:10]=[CH:9][N:8]=[C:7]([NH:6][CH:1]4[CH2:2][CH2:3][CH2:4][CH2:5]4)[N:12]=3)=[C:17]2[CH:18]=[CH:19][CH:20]=1, predict the reactants needed to synthesize it. The reactants are: [CH:1]1([NH:6][C:7]2[N:12]=[C:11]([C:13]3[C:14]([C:22]4[CH:27]=[CH:26][N:25]=[C:24]([NH:28][CH:29]([CH3:31])[CH3:30])[CH:23]=4)=[N:15][N:16]4[CH:21]=[CH:20][CH:19]=[CH:18][C:17]=34)[CH:10]=[CH:9][N:8]=2)[CH2:5][CH2:4][CH2:3][CH2:2]1.C([Li])CCC.C(Cl)(Cl)(Cl)[Cl:38]. (4) Given the product [F:36][C:37]([F:42])([F:41])[C:38]([OH:40])=[O:39].[CH2:32]([N:16]1[C:15]2[C:19](=[N:20][CH:21]=[N:22][C:14]=2[N:11]2[CH2:12][CH2:13][NH:8][CH2:9][CH2:10]2)[N:18]([C:23]2[CH:24]=[N:25][C:26]([O:29][CH3:30])=[CH:27][CH:28]=2)[C:17]1=[O:31])[C:33]#[C:34][CH3:35], predict the reactants needed to synthesize it. The reactants are: C(OC([N:8]1[CH2:13][CH2:12][N:11]([C:14]2[N:22]=[CH:21][N:20]=[C:19]3[C:15]=2[N:16]([CH2:32][C:33]#[C:34][CH3:35])[C:17](=[O:31])[N:18]3[C:23]2[CH:24]=[N:25][C:26]([O:29][CH3:30])=[CH:27][CH:28]=2)[CH2:10][CH2:9]1)=O)(C)(C)C.[F:36][C:37]([F:42])([F:41])[C:38]([OH:40])=[O:39].